Dataset: Catalyst prediction with 721,799 reactions and 888 catalyst types from USPTO. Task: Predict which catalyst facilitates the given reaction. (1) Reactant: [Cl:1][C:2]1[CH:7]=[C:6]([CH3:8])[N:5]=[C:4]([NH2:9])[CH:3]=1.[C:10](OC(=O)C)(=[O:12])[CH3:11]. Product: [Cl:1][C:2]1[CH:7]=[C:6]([CH3:8])[N:5]=[C:4]([NH:9][C:10](=[O:12])[CH3:11])[CH:3]=1. The catalyst class is: 142. (2) Reactant: [Br:1]N1C(C)(C)C(=O)N(Br)C1=O.[OH:12][C:13]1[CH:18]=[C:17]([CH3:19])[N:16]([C:20]2[CH:21]=[C:22]([CH:27]=[CH:28][C:29]=2[CH3:30])[C:23]([O:25][CH3:26])=[O:24])[C:15](=[O:31])[CH:14]=1. Product: [Br:1][C:14]1[C:15](=[O:31])[N:16]([C:20]2[CH:21]=[C:22]([CH:27]=[CH:28][C:29]=2[CH3:30])[C:23]([O:25][CH3:26])=[O:24])[C:17]([CH3:19])=[CH:18][C:13]=1[OH:12]. The catalyst class is: 10. (3) Reactant: Br[C:2]1[C:7]2[S:8][C:9]([C:11]3[C:16]([F:17])=[CH:15][CH:14]=[CH:13][C:12]=3[Cl:18])=[N:10][C:6]=2[CH:5]=[CH:4][N:3]=1.[CH:19]1([C:22]([NH2:24])=[O:23])[CH2:21][CH2:20]1.CC1(C)C2C(=C(P(C3C=CC=CC=3)C3C=CC=CC=3)C=CC=2)OC2C(P(C3C=CC=CC=3)C3C=CC=CC=3)=CC=CC1=2.C([O-])([O-])=O.[Cs+].[Cs+]. Product: [Cl:18][C:12]1[CH:13]=[CH:14][CH:15]=[C:16]([F:17])[C:11]=1[C:9]1[S:8][C:7]2[C:2]([NH:24][C:22]([CH:19]3[CH2:21][CH2:20]3)=[O:23])=[N:3][CH:4]=[CH:5][C:6]=2[N:10]=1. The catalyst class is: 62. (4) Reactant: [CH:1]([C:4]1[CH:5]=[C:6]([OH:10])[CH:7]=[CH:8][CH:9]=1)([CH3:3])[CH3:2].[C:11]([O-])([O-])=O.[K+].[K+].IC. Product: [CH:1]([C:4]1[CH:9]=[CH:8][CH:7]=[C:6]([O:10][CH3:11])[CH:5]=1)([CH3:3])[CH3:2]. The catalyst class is: 21. (5) Reactant: [CH3:1][O:2][C:3]([C@@H:5]1[CH2:9][C@@H:8]([N:10]([CH3:12])[CH3:11])[CH2:7][N:6]1C(OCC1C=CC=CC=1)=O)=[O:4]. Product: [CH3:1][O:2][C:3]([C@@H:5]1[CH2:9][C@@H:8]([N:10]([CH3:11])[CH3:12])[CH2:7][NH:6]1)=[O:4]. The catalyst class is: 43. (6) Reactant: Cl[C:2]1[N:7]=[CH:6][C:5]([C:8]2[O:12][N:11]=[C:10]([C:13]3[CH:21]=[CH:20][C:19]4[NH:18][C:17]5[CH:22]([CH2:25][C:26](OCC)=[O:27])[CH2:23][CH2:24][C:16]=5[C:15]=4[CH:14]=3)[N:9]=2)=[CH:4][CH:3]=1.C[OH:32].C[C:34]([O-:37])(C)C.[K+].[OH-].[Na+]. Product: [CH3:34][O:37][C:2]1[N:7]=[CH:6][C:5]([C:8]2[O:12][N:11]=[C:10]([C:13]3[CH:21]=[CH:20][C:19]4[NH:18][C:17]5[CH:22]([CH2:25][C:26]([OH:27])=[O:32])[CH2:23][CH2:24][C:16]=5[C:15]=4[CH:14]=3)[N:9]=2)=[CH:4][CH:3]=1. The catalyst class is: 18. (7) Reactant: [CH3:1][O:2][CH2:3][CH2:4][NH:5][CH3:6].BrC[CH2:9][OH:10].[CH2:11](N(CC)CC)C. Product: [CH3:1][O:2][CH2:3][CH2:4][N:5]([CH3:11])[CH2:6][CH2:9][OH:10]. The catalyst class is: 11. (8) Reactant: [C:1]1([CH2:11][N:12]2[C:16]3[CH:17]=[CH:18][CH:19]=[CH:20][C:15]=3[NH:14][C:13]2=[O:21])[C:10]2[C:5](=[CH:6][CH:7]=[CH:8][CH:9]=2)[CH:4]=[CH:3][CH:2]=1.[C:22]([O:26][CH3:27])(=[O:25])[CH:23]=[CH2:24].[OH-].C([N+](C)(C)C)C1C=CC=CC=1.CO.[NH4+].[Cl-]. Product: [CH3:27][O:26][C:22](=[O:25])[CH2:23][CH2:24][N:14]1[C:15]2[CH:20]=[CH:19][CH:18]=[CH:17][C:16]=2[N:12]([CH2:11][C:1]2[C:10]3[C:5](=[CH:6][CH:7]=[CH:8][CH:9]=3)[CH:4]=[CH:3][CH:2]=2)[C:13]1=[O:21]. The catalyst class is: 18. (9) Reactant: [C:1]([C:7]1[C:15]2[C:10](=[N:11][CH:12]=[C:13]([NH:16][C:17]3[CH:24]=[CH:23][C:20]([CH:21]=O)=[CH:19][N:18]=3)[N:14]=2)[N:9]([CH2:25][O:26][CH2:27][CH2:28][Si:29]([CH3:32])([CH3:31])[CH3:30])[CH:8]=1)(=[O:6])[C:2]([CH3:5])([CH3:4])[CH3:3].[C:33]([CH2:35][C:36]([N:38]([CH3:40])[CH3:39])=[O:37])#[N:34].C(O)(=O)C.N1CCCCC1. Product: [C:33]([C:35](=[CH:21][C:20]1[CH:19]=[N:18][C:17]([NH:16][C:13]2[N:14]=[C:15]3[C:7]([C:1](=[O:6])[C:2]([CH3:5])([CH3:3])[CH3:4])=[CH:8][N:9]([CH2:25][O:26][CH2:27][CH2:28][Si:29]([CH3:32])([CH3:31])[CH3:30])[C:10]3=[N:11][CH:12]=2)=[CH:24][CH:23]=1)[C:36]([N:38]([CH3:40])[CH3:39])=[O:37])#[N:34]. The catalyst class is: 8. (10) The catalyst class is: 88. Product: [Br:12][C:13]1[CH:14]=[C:15]([NH:19][C:20]2[S:21][CH:3]=[C:4]([C:6]3[CH:11]=[CH:10][N:9]=[CH:8][CH:7]=3)[N:22]=2)[CH:16]=[CH:17][CH:18]=1. Reactant: Br.Br[CH2:3][C:4]([C:6]1[CH:11]=[CH:10][N:9]=[CH:8][CH:7]=1)=O.[Br:12][C:13]1[CH:14]=[C:15]([NH:19][C:20]([NH2:22])=[S:21])[CH:16]=[CH:17][CH:18]=1.N.